Dataset: Catalyst prediction with 721,799 reactions and 888 catalyst types from USPTO. Task: Predict which catalyst facilitates the given reaction. (1) Reactant: [CH2:1]([S:13](Cl)(=[O:15])=[O:14])[CH2:2][CH2:3][CH2:4][CH2:5][CH2:6][CH2:7][CH2:8][CH2:9][CH2:10][CH2:11][CH3:12].[F:17][C:18]1[CH:19]=[C:20]2[C:24](=[CH:25][C:26]=1[F:27])[NH:23][C:22]([C:28]1[CH:29]=[CH:30][C:31]([O:35][CH3:36])=[C:32]([NH2:34])[CH:33]=1)=[CH:21]2.O.Cl. Product: [F:17][C:18]1[CH:19]=[C:20]2[C:24](=[CH:25][C:26]=1[F:27])[NH:23][C:22]([C:28]1[CH:29]=[CH:30][C:31]([O:35][CH3:36])=[C:32]([NH:34][S:13]([CH2:1][CH2:2][CH2:3][CH2:4][CH2:5][CH2:6][CH2:7][CH2:8][CH2:9][CH2:10][CH2:11][CH3:12])(=[O:15])=[O:14])[CH:33]=1)=[CH:21]2. The catalyst class is: 17. (2) Reactant: [Cl:1][C:2]1[CH:10]=[CH:9][CH:8]=[C:7]2[C:3]=1[CH:4]=[CH:5][N:6]2[CH2:11][CH:12]1[CH2:16][CH2:15][CH2:14][O:13]1.[F:17][C:18]([F:29])([F:28])[C:19](O[C:19](=[O:20])[C:18]([F:29])([F:28])[F:17])=[O:20]. Product: [Cl:1][C:2]1[CH:10]=[CH:9][CH:8]=[C:7]2[C:3]=1[C:4]([C:19](=[O:20])[C:18]([F:29])([F:28])[F:17])=[CH:5][N:6]2[CH2:11][CH:12]1[CH2:16][CH2:15][CH2:14][O:13]1. The catalyst class is: 31. (3) Reactant: [Cl:1][C:2]1[CH:3]=[C:4]([NH:16][C:17]2[C:26]3[C:21](=[CH:22][C:23]([O:38][CH2:39][CH3:40])=[C:24]([NH:27][C:28](=[O:37])/[CH:29]=[CH:30]/[C@H:31]4[CH2:35][CH2:34][CH2:33][N:32]4[CH3:36])[CH:25]=3)[N:20]=[CH:19][C:18]=2[C:41]#[N:42])[CH:5]=[CH:6][C:7]=1[O:8][CH2:9][C:10]1[CH:15]=[CH:14][CH:13]=[CH:12][N:11]=1.[C:43]([OH:50])(=[O:49])/[CH:44]=[CH:45]\[C:46]([OH:48])=[O:47].C(OCC)C. Product: [C:43]([OH:50])(=[O:49])/[CH:44]=[CH:45]\[C:46]([OH:48])=[O:47].[C:43]([OH:50])(=[O:49])/[CH:44]=[CH:45]\[C:46]([OH:48])=[O:47].[Cl:1][C:2]1[CH:3]=[C:4]([NH:16][C:17]2[C:26]3[C:21](=[CH:22][C:23]([O:38][CH2:39][CH3:40])=[C:24]([NH:27][C:28](=[O:37])/[CH:29]=[CH:30]/[C@H:31]4[CH2:35][CH2:34][CH2:33][N:32]4[CH3:36])[CH:25]=3)[N:20]=[CH:19][C:18]=2[C:41]#[N:42])[CH:5]=[CH:6][C:7]=1[O:8][CH2:9][C:10]1[CH:15]=[CH:14][CH:13]=[CH:12][N:11]=1. The catalyst class is: 8. (4) Reactant: CC1(C)[O:7][CH2:6][C:5]([NH:24]C(=O)OC(C)(C)C)([CH2:8][CH2:9][C:10]2[CH:15]=[CH:14][C:13]([CH2:16][CH2:17][CH2:18][CH2:19][CH2:20][CH2:21][CH2:22][CH3:23])=[CH:12][CH:11]=2)[CH2:4][O:3]1.O.C(Cl)[Cl:35]. Product: [CH3:23][CH2:22][CH2:21][CH2:20][CH2:19][CH2:18][CH2:17][CH2:16][C:13]1[CH:14]=[CH:15][C:10]([CH2:9][CH2:8][C:5]([NH2:24])([CH2:4][OH:3])[CH2:6][OH:7])=[CH:11][CH:12]=1.[ClH:35]. The catalyst class is: 67. (5) Reactant: [I-].[NH2:2][C:3]1[CH:12]=[CH:11][CH:10]=[C:9]2[C:4]=1[CH:5]=[CH:6][N+:7]([CH3:13])=[CH:8]2.[BH4-].[Na+]. Product: [NH2:2][C:3]1[CH:12]=[CH:11][CH:10]=[C:9]2[C:4]=1[CH2:5][CH2:6][N:7]([CH3:13])[CH2:8]2. The catalyst class is: 24. (6) Product: [CH3:40][C@@:38]1([CH2:41][O:21][C:18]2[CH:19]=[CH:20][C:15]([N:12]3[CH2:11][CH2:10][CH:9]([O:8][C:7]4[CH:22]=[CH:23][C:4]([O:3][C:2]([F:1])([F:24])[F:25])=[CH:5][CH:6]=4)[CH2:14][CH2:13]3)=[CH:16][CH:17]=2)[O:39][C:29]2=[N:33][C:32]([N+:34]([O-:36])=[O:35])=[CH:31][N:30]2[CH2:37]1. Reactant: [F:1][C:2]([F:25])([F:24])[O:3][C:4]1[CH:23]=[CH:22][C:7]([O:8][CH:9]2[CH2:14][CH2:13][N:12]([C:15]3[CH:20]=[CH:19][C:18]([OH:21])=[CH:17][CH:16]=3)[CH2:11][CH2:10]2)=[CH:6][CH:5]=1.[H-].[Na+].Cl[C:29]1[N:30]([CH2:37][C@:38]2([CH3:41])[CH2:40][O:39]2)[CH:31]=[C:32]([N+:34]([O-:36])=[O:35])[N:33]=1. The catalyst class is: 3.